Dataset: Full USPTO retrosynthesis dataset with 1.9M reactions from patents (1976-2016). Task: Predict the reactants needed to synthesize the given product. Given the product [F:15][C:5]1[CH:6]=[C:7]([CH:13]=[CH:14][C:4]=1[CH2:3][C:2]1[S:16][CH:18]=[C:19]([C:21]2[CH:26]=[CH:25][CH:24]=[C:23]([C:27]([F:28])([F:29])[F:30])[CH:22]=2)[N:1]=1)[C:8]([O:10][CH2:11][CH3:12])=[O:9], predict the reactants needed to synthesize it. The reactants are: [NH2:1][C:2](=[S:16])[CH2:3][C:4]1[CH:14]=[CH:13][C:7]([C:8]([O:10][CH2:11][CH3:12])=[O:9])=[CH:6][C:5]=1[F:15].Br[CH2:18][C:19]([C:21]1[CH:26]=[CH:25][CH:24]=[C:23]([C:27]([F:30])([F:29])[F:28])[CH:22]=1)=O.